The task is: Predict the reactants needed to synthesize the given product.. This data is from Full USPTO retrosynthesis dataset with 1.9M reactions from patents (1976-2016). (1) Given the product [CH:7]1[C:8]2[C:3](=[C:2]([NH:1][CH:29]3[CH2:28][CH2:27][N:26]([C:19]([O:21][C:22]([CH3:25])([CH3:24])[CH3:23])=[O:20])[CH2:30]3)[CH:11]=[CH:10][CH:9]=2)[CH:4]=[CH:5][N:6]=1, predict the reactants needed to synthesize it. The reactants are: [NH2:1][C:2]1[CH:11]=[CH:10][CH:9]=[C:8]2[C:3]=1[CH:4]=[CH:5][N:6]=[CH:7]2.FC(F)(F)C(O)=O.[C:19]([N:26]1[CH2:30][CH2:29][C:28](=O)[CH2:27]1)([O:21][C:22]([CH3:25])([CH3:24])[CH3:23])=[O:20].C(O[BH-](OC(=O)C)OC(=O)C)(=O)C.[Na+]. (2) Given the product [CH3:1][C:2]1([CH3:14])[O:11][C:6]2=[N:7][CH:8]=[CH:9][CH:10]=[C:5]2[CH:4]([NH2:12])[CH2:3]1, predict the reactants needed to synthesize it. The reactants are: [CH3:1][C:2]1([CH3:14])[O:11][C:6]2=[N:7][CH:8]=[CH:9][CH:10]=[C:5]2/[C:4](=[N:12]/O)/[CH2:3]1. (3) Given the product [CH:1]([C:3]1[C:11]2[C:10]([C:12]([O:14][CH3:15])=[O:13])=[CH:9][CH:8]=[N:7][C:6]=2[N:5]([C:28]([O:27][C:23]([CH3:26])([CH3:25])[CH3:24])=[O:29])[CH:4]=1)=[O:2], predict the reactants needed to synthesize it. The reactants are: [CH:1]([C:3]1[C:11]2[C:10]([C:12]([O:14][CH3:15])=[O:13])=[CH:9][CH:8]=[N:7][C:6]=2[NH:5][CH:4]=1)=[O:2].C(N(CC)CC)C.[C:23]([O:27][C:28](O[C:28]([O:27][C:23]([CH3:26])([CH3:25])[CH3:24])=[O:29])=[O:29])([CH3:26])([CH3:25])[CH3:24]. (4) Given the product [Br:15][C:11]1[S:10][CH:9]=[C:8]([C:5]2[CH:6]=[CH:7][C:2]([Cl:1])=[C:3]([F:14])[CH:4]=2)[N:12]=1, predict the reactants needed to synthesize it. The reactants are: [Cl:1][C:2]1[CH:7]=[CH:6][C:5]([C:8](=O)[CH2:9][S:10][C:11]#[N:12])=[CH:4][C:3]=1[F:14].[BrH:15]. (5) The reactants are: [NH2:1][C:2]1[N:7]([C:8]2[CH:13]=[CH:12][C:11]([Cl:14])=[CH:10][CH:9]=2)[C:6](=[S:15])[NH:5][C:4](=[O:16])[C:3]=1[N:17]=O.S(S([O-])=O)([O-])=O.[Na+].[Na+].S(=O)(=O)(O)O. Given the product [NH2:17][C:3]1[C:4](=[O:16])[NH:5][C:6](=[S:15])[N:7]([C:8]2[CH:9]=[CH:10][C:11]([Cl:14])=[CH:12][CH:13]=2)[C:2]=1[NH2:1], predict the reactants needed to synthesize it. (6) Given the product [CH2:39]([N:46]([CH2:47][C:48]([O:50][CH2:51][CH3:52])=[O:49])[C:22](=[O:24])[C@@H:9]([NH:8][C:6]([O:5][C:2]([CH3:1])([CH3:3])[CH3:4])=[O:7])[CH2:10][CH2:11][C:12]([O:14][CH2:15][C:16]1[CH:17]=[CH:18][CH:19]=[CH:20][CH:21]=1)=[O:13])[C:40]1[CH:45]=[CH:44][CH:43]=[CH:42][CH:41]=1, predict the reactants needed to synthesize it. The reactants are: [CH3:1][C:2]([O:5][C:6]([NH:8][C@H:9]([C:22]([OH:24])=O)[CH2:10][CH2:11][C:12]([O:14][CH2:15][C:16]1[CH:21]=[CH:20][CH:19]=[CH:18][CH:17]=1)=[O:13])=[O:7])([CH3:4])[CH3:3].C1C=CC2N(O)N=NC=2C=1.C(Cl)CCl.[CH2:39]([NH:46][CH2:47][C:48]([O:50][CH2:51][CH3:52])=[O:49])[C:40]1[CH:45]=[CH:44][CH:43]=[CH:42][CH:41]=1.